From a dataset of NCI-60 drug combinations with 297,098 pairs across 59 cell lines. Regression. Given two drug SMILES strings and cell line genomic features, predict the synergy score measuring deviation from expected non-interaction effect. (1) Drug 1: C1CCC(CC1)NC(=O)N(CCCl)N=O. Drug 2: CC12CCC3C(C1CCC2OP(=O)(O)O)CCC4=C3C=CC(=C4)OC(=O)N(CCCl)CCCl.[Na+]. Cell line: LOX IMVI. Synergy scores: CSS=15.0, Synergy_ZIP=-13.6, Synergy_Bliss=-20.6, Synergy_Loewe=-15.9, Synergy_HSA=-15.4. (2) Drug 1: CC(CN1CC(=O)NC(=O)C1)N2CC(=O)NC(=O)C2. Drug 2: C1CC(C1)(C(=O)O)C(=O)O.[NH2-].[NH2-].[Pt+2]. Cell line: SN12C. Synergy scores: CSS=25.1, Synergy_ZIP=-10.5, Synergy_Bliss=-8.83, Synergy_Loewe=-6.81, Synergy_HSA=-4.97.